From a dataset of Forward reaction prediction with 1.9M reactions from USPTO patents (1976-2016). Predict the product of the given reaction. (1) Given the reactants [Cl:1][C:2]1[N:3]=[CH:4][NH:5][C:6]=1[Cl:7].[OH-].[K+].[Br:10][CH2:11][CH3:12].[K+].[Br-].Br[CH2:16][CH2:17][C:18]1[CH:27]=[CH:26][C:25]2[C:20](=[CH:21][CH:22]=[CH:23][CH:24]=2)[CH:19]=1, predict the reaction product. The product is: [Br-:10].[CH2:16]([N+:3]1[C:2]([Cl:1])=[C:6]([Cl:7])[N:5]([C:18]2([CH2:17][CH3:16])[CH:27]=[CH:26][C:25]3[C:20](=[CH:21][CH:22]=[CH:23][CH:24]=3)[CH2:19]2)[CH:4]=1)[CH2:17][CH2:18][CH2:19][CH2:20][CH2:11][CH3:12]. (2) Given the reactants Cl.[C:2](=[NH:9])([O:6][CH2:7][CH3:8])[CH2:3][CH2:4][CH3:5].C(N(CC)CC)C.[C:17](Cl)(=[O:24])[C:18]1[CH:23]=[CH:22][CH:21]=[CH:20][CH:19]=1, predict the reaction product. The product is: [CH2:7]([O:6][C:2](=[N:9][C:17](=[O:24])[C:18]1[CH:23]=[CH:22][CH:21]=[CH:20][CH:19]=1)[CH2:3][CH2:4][CH3:5])[CH3:8]. (3) Given the reactants [CH2:1]=[C:2]([CH:4]1[CH2:10][CH2:9][CH2:8][CH2:7][CH2:6][C:5]1=[O:11])[CH3:3].[CH2:12]([O:14][N:15]=[CH:16][CH3:17])[CH3:13].Cl[Sn](Cl)(Cl)Cl, predict the reaction product. The product is: [CH2:12]([O:14][N:15]1[CH:16]([CH3:17])[CH2:3][C:2]([CH3:1])=[CH:4][CH2:10][CH2:9][CH2:8][CH2:7][CH2:6][C:5]1=[O:11])[CH3:13]. (4) Given the reactants C[O:2][C:3](=[O:22])[CH2:4][CH2:5][N:6]1[C:11]2[CH:12]=[C:13]([Cl:17])[CH:14]=[C:15]([Cl:16])[C:10]=2[O:9][C@H:8]([CH:18]([CH3:20])[CH3:19])[C:7]1=[O:21].[OH-].[Na+], predict the reaction product. The product is: [Cl:17][C:13]1[CH:14]=[C:15]([Cl:16])[C:10]2[O:9][C@H:8]([CH:18]([CH3:20])[CH3:19])[C:7](=[O:21])[N:6]([CH2:5][CH2:4][C:3]([OH:22])=[O:2])[C:11]=2[CH:12]=1.